Dataset: Reaction yield outcomes from USPTO patents with 853,638 reactions. Task: Predict the reaction yield, written as a fraction of the theoretical maximum amount of product (1.0 means a 100% yield; for example, 0.34 means a 34% yield). (1) The catalyst is C1COCC1. The reactants are [CH3:1][C:2]1[C:3](=[O:10])[C:4]([CH3:9])=[CH:5][C:6](=[O:8])[CH:7]=1.Cl.[C:12]([O:15][CH2:16][CH3:17])(=[O:14])[CH3:13]. The product is [OH:8][C:6]1([CH2:13][C:12]([O:15][CH2:16][CH3:17])=[O:14])[CH:7]=[C:2]([CH3:1])[C:3](=[O:10])[C:4]([CH3:9])=[CH:5]1. The yield is 0.800. (2) The yield is 0.680. No catalyst specified. The reactants are [NH2:1][C@@H:2]([CH2:6][CH:7]=[CH2:8])[C:3]([OH:5])=[O:4].S(Cl)([Cl:11])=O.C(OCC)C.O.[CH2:19](O)[C:20]1[CH:25]=[CH:24][CH:23]=[CH:22][CH:21]=1. The product is [ClH:11].[NH2:1][C@@H:2]([CH2:6][CH:7]=[CH2:8])[C:3]([O:5][CH2:19][C:20]1[CH:25]=[CH:24][CH:23]=[CH:22][CH:21]=1)=[O:4]. (3) The reactants are [Br:1][C:2]1[CH:3]=[C:4]2[C:9](=[CH:10][CH:11]=1)[CH:8]=[C:7]([C:12]([OH:14])=O)[CH:6]=[CH:5]2.[NH3:15].CO. The catalyst is S(Cl)(Cl)=O. The product is [Br:1][C:2]1[CH:3]=[C:4]2[C:9](=[CH:10][CH:11]=1)[CH:8]=[C:7]([C:12]([NH2:15])=[O:14])[CH:6]=[CH:5]2. The yield is 0.900. (4) The reactants are FC1N=C(C[N:9]2[C:13]3=[N:14][C:15]([NH:18][C:19]4[CH:20]=[N:21][N:22]([CH3:24])[CH:23]=4)=[N:16][CH:17]=[C:12]3[CH:11]=[N:10]2)C=CC=1. The catalyst is CN(C=O)C. The product is [CH3:24][N:22]1[CH:23]=[C:19]([NH:18][C:15]2[N:14]=[C:13]3[NH:9][N:10]=[CH:11][C:12]3=[CH:17][N:16]=2)[CH:20]=[N:21]1. The yield is 0.420. (5) The reactants are [N-:1]=[N+:2]=[N-:3].[Na+].[C:5]([C:7]1[CH:14]=[CH:13][C:10]([CH2:11]Br)=[CH:9][CH:8]=1)#[N:6]. The catalyst is CN(C=O)C.O. The product is [N:1]([CH2:11][C:10]1[CH:13]=[CH:14][C:7]([C:5]#[N:6])=[CH:8][CH:9]=1)=[N+:2]=[N-:3]. The yield is 0.960. (6) The reactants are [NH2:1][C:2]1[CH:7]=[CH:6][CH:5]=[C:4]([NH2:8])[N:3]=1.[C:9](Cl)(=[O:11])[CH3:10]. The catalyst is O1CCOCC1. The product is [NH2:8][C:4]1[N:3]=[C:2]([NH:1][C:9](=[O:11])[CH3:10])[CH:7]=[CH:6][CH:5]=1. The yield is 0.760. (7) The reactants are [F:1][C:2]1[CH:7]=[CH:6][C:5]([N:8]2[C:12]([C:13]3[CH:23]=[CH:22][C:16]4[O:17][CH2:18][C:19](=[O:21])[NH:20][C:15]=4[CH:14]=3)=[CH:11][CH:10]=[N:9]2)=[CH:4][CH:3]=1.C1C(=O)N([I:31])C(=O)C1. The catalyst is CN(C=O)C.O. The product is [F:1][C:2]1[CH:7]=[CH:6][C:5]([N:8]2[C:12]([C:13]3[CH:23]=[CH:22][C:16]4[O:17][CH2:18][C:19](=[O:21])[NH:20][C:15]=4[CH:14]=3)=[C:11]([I:31])[CH:10]=[N:9]2)=[CH:4][CH:3]=1. The yield is 0.500. (8) The reactants are [CH3:1][O:2][C:3]([C:5]1[CH:14]=[CH:13][C:12]2[C:7](=[CH:8][CH:9]=[C:10]([C:15]([CH2:26][CH3:27])([C:18]3[CH:23]=[CH:22][C:21]([OH:24])=[C:20]([CH3:25])[CH:19]=3)[CH2:16][CH3:17])[CH:11]=2)[CH:6]=1)=[O:4].Br[CH2:29][C:30](=[O:35])[C:31]([CH3:34])([CH3:33])[CH3:32].C(=O)([O-])[O-].[K+].[K+]. The catalyst is CC(C)=O. The product is [CH3:1][O:2][C:3]([C:5]1[CH:14]=[CH:13][C:12]2[C:7](=[CH:8][CH:9]=[C:10]([C:15]([C:18]3[CH:23]=[CH:22][C:21]([O:24][CH2:29][C:30](=[O:35])[C:31]([CH3:34])([CH3:33])[CH3:32])=[C:20]([CH3:25])[CH:19]=3)([CH2:26][CH3:27])[CH2:16][CH3:17])[CH:11]=2)[CH:6]=1)=[O:4]. The yield is 0.480.